From a dataset of Catalyst prediction with 721,799 reactions and 888 catalyst types from USPTO. Predict which catalyst facilitates the given reaction. (1) Reactant: [C:1]([SiH2:5][O:6][C:7]([CH3:16])([CH3:15])[C:8]1[CH:13]=[CH:12][N:11]=[C:10]([NH2:14])[CH:9]=1)([CH3:4])([CH3:3])[CH3:2].[H-].[Na+].Cl[C:20]1[S:21][C:22]([C:25]#[N:26])=[CH:23][N:24]=1. Product: [C:1]([SiH2:5][O:6][C:7]([CH3:16])([CH3:15])[C:8]1[CH:13]=[CH:12][N:11]=[C:10]([NH:14][C:20]2[S:21][C:22]([C:25]#[N:26])=[CH:23][N:24]=2)[CH:9]=1)([CH3:4])([CH3:2])[CH3:3]. The catalyst class is: 7. (2) Reactant: [N+:1]([O-:4])(O)=[O:2].[Cl:5][CH2:6][CH2:7][O:8][C:9]1[CH:16]=[CH:15][C:12]([CH:13]=[O:14])=[CH:11][C:10]=1[O:17][CH3:18]. Product: [Cl:5][CH2:6][CH2:7][O:8][C:9]1[C:10]([O:17][CH3:18])=[CH:11][C:12]([CH:13]=[O:14])=[C:15]([N+:1]([O-:4])=[O:2])[CH:16]=1. The catalyst class is: 26. (3) Reactant: [Cl:1][C:2]1[CH:3]=[CH:4][C:5]([O:12][CH2:13][C:14]([N:16]2[CH2:21][C@H:20]([CH3:22])[N:19]([CH2:23][C:24]3[CH:29]=[CH:28][C:27]([F:30])=[CH:26][CH:25]=3)[CH2:18][C@H:17]2[CH3:31])=[O:15])=[C:6]([CH:11]=1)[O:7][CH2:8][C:9]#[N:10].[Cl-].[NH4+].[N-:34]=[N+:35]=[N-:36].[Na+]. Product: [Cl:1][C:2]1[CH:3]=[CH:4][C:5]([O:12][CH2:13][C:14]([N:16]2[CH2:21][C@H:20]([CH3:22])[N:19]([CH2:23][C:24]3[CH:25]=[CH:26][C:27]([F:30])=[CH:28][CH:29]=3)[CH2:18][C@H:17]2[CH3:31])=[O:15])=[C:6]([O:7][CH2:8][C:9]2[N:34]=[N:35][NH:36][N:10]=2)[CH:11]=1. The catalyst class is: 42. (4) Reactant: Br[C:2]1[CH:27]=[CH:26][C:5]([O:6][CH2:7][CH2:8][CH2:9][O:10][C:11]2[CH:12]=[C:13]3[C:17](=[CH:18][CH:19]=2)[C@H:16]([CH2:20][C:21]([O:23][CH2:24][CH3:25])=[O:22])[CH2:15][CH2:14]3)=[C:4]([O:28][CH3:29])[CH:3]=1.[S:30]1[CH:34]=[CH:33][C:32](B(O)O)=[CH:31]1.C(Cl)Cl.C([O-])(O)=O.[Na+]. Product: [CH3:29][O:28][C:4]1[CH:3]=[C:2]([C:32]2[CH:33]=[CH:34][S:30][CH:31]=2)[CH:27]=[CH:26][C:5]=1[O:6][CH2:7][CH2:8][CH2:9][O:10][C:11]1[CH:12]=[C:13]2[C:17](=[CH:18][CH:19]=1)[C@H:16]([CH2:20][C:21]([O:23][CH2:24][CH3:25])=[O:22])[CH2:15][CH2:14]2. The catalyst class is: 622. (5) Reactant: Br[C:2]1[CH:7]=[CH:6][C:5]([O:8][C:9]([F:12])([F:11])[F:10])=[CH:4][C:3]=1[F:13].C([Mg]Br)(C)C.[C:19](=[O:21])=[O:20]. Product: [F:13][C:3]1[CH:4]=[C:5]([O:8][C:9]([F:12])([F:11])[F:10])[CH:6]=[CH:7][C:2]=1[C:19]([OH:21])=[O:20]. The catalyst class is: 1. (6) Reactant: CC1(C)C2C(=CC(N[C:12]3[CH:17]=[C:16]([C:18]4[CH:23]=[CH:22][C:21]([C:24]([F:27])([F:26])[F:25])=[CH:20][CH:19]=4)[N:15]=[CH:14][N:13]=3)=CC=2)N(C(=O)C)C1.CC1(C)C2C(=CC([N+]([O-])=O)=CC=2)NC1C(=O)C.O.O.[Sn](Cl)[Cl:52].Cl. Product: [Cl:52][C:12]1[CH:17]=[C:16]([C:18]2[CH:23]=[CH:22][C:21]([C:24]([F:27])([F:26])[F:25])=[CH:20][CH:19]=2)[N:15]=[CH:14][N:13]=1. The catalyst class is: 27.